This data is from Catalyst prediction with 721,799 reactions and 888 catalyst types from USPTO. The task is: Predict which catalyst facilitates the given reaction. (1) Reactant: [Cl:1][C:2]1[CH:18]=[C:17]([C:19]2[N:23]=[C:22]([C:24]3[CH:29]=[CH:28][C:27]([C:30]4[CH:35]=[CH:34][CH:33]=[CH:32][C:31]=4[CH3:36])=[C:26]([CH2:37][O:38][CH3:39])[CH:25]=3)[O:21][N:20]=2)[CH:16]=[CH:15][C:3]=1[CH2:4][N:5]([CH3:14])[CH2:6][C:7]([O:9]C(C)(C)C)=[O:8].Cl. Product: [CH3:39][O:38][CH2:37][C:26]1[CH:25]=[C:24]([C:22]2[O:21][N:20]=[C:19]([C:17]3[CH:16]=[CH:15][C:3]([CH2:4][N:5]([CH3:14])[CH2:6][C:7]([OH:9])=[O:8])=[C:2]([Cl:1])[CH:18]=3)[N:23]=2)[CH:29]=[CH:28][C:27]=1[C:30]1[CH:35]=[CH:34][CH:33]=[CH:32][C:31]=1[CH3:36]. The catalyst class is: 12. (2) Reactant: F[C:2]1[CH:7]=[CH:6][CH:5]=[CH:4][N:3]=1.[NH:8]1[CH2:12][CH2:11][C@@H:10]([CH2:13][CH2:14][OH:15])[CH2:9]1.C(N(CC)CC)C.[Mn]([O-])(=O)(=O)=O.FC1C=CC=CN=1. Product: [N:3]1[CH:4]=[CH:5][CH:6]=[CH:7][C:2]=1[N:8]1[CH2:12][CH2:11][C@@H:10]([CH2:13][CH2:14][OH:15])[CH2:9]1. The catalyst class is: 5. (3) Reactant: [F:1][C:2]1[C:7]([N+:8]([O-])=O)=[CH:6][CH:5]=[CH:4][C:3]=1[B:11]1[O:15][C:14]([CH3:17])([CH3:16])[C:13]([CH3:19])([CH3:18])[O:12]1.[H][H]. Product: [F:1][C:2]1[C:3]([B:11]2[O:15][C:14]([CH3:17])([CH3:16])[C:13]([CH3:19])([CH3:18])[O:12]2)=[CH:4][CH:5]=[CH:6][C:7]=1[NH2:8]. The catalyst class is: 153.